This data is from CYP3A4 inhibition data for predicting drug metabolism from PubChem BioAssay. The task is: Regression/Classification. Given a drug SMILES string, predict its absorption, distribution, metabolism, or excretion properties. Task type varies by dataset: regression for continuous measurements (e.g., permeability, clearance, half-life) or binary classification for categorical outcomes (e.g., BBB penetration, CYP inhibition). Dataset: cyp3a4_veith. (1) The drug is CC(=O)OC[C@@H]1O[C@@H](O/N=C2/C[C@@H](O)[C@@H](O)[C@H]3[C@@H]2CC[C@@H]2C(=O)N(C4CCCCC4)C(=O)[C@H]23)[C@H](OC(C)=O)[C@H](OC(C)=O)[C@@H]1OC(C)=O. The result is 0 (non-inhibitor). (2) The drug is CSc1nc(Oc2ccc(=O)[nH]n2)nc(N(C)C)n1. The result is 0 (non-inhibitor). (3) The molecule is Cc1noc(C)c1C(=O)N1CCC2(CC1)CN(c1ncccn1)C2. The result is 0 (non-inhibitor). (4) The drug is COc1ccc2oc(-c3ccc(C)c(NC(=O)CSc4ccc(Cl)cc4)c3)nc2c1. The result is 1 (inhibitor). (5) The compound is Cc1ccc(SCC(=O)NNC(=O)C2CCCCC2)cc1. The result is 1 (inhibitor). (6) The drug is C[N+](C)(C)CCN(Cc1ccc(Cl)cc1)c1ccccn1.[I-]. The result is 0 (non-inhibitor). (7) The compound is CCCCC(=O)NC(Nc1cc(C)ccn1)(C(=O)OCC)C(F)(F)F. The result is 1 (inhibitor).